This data is from NCI-60 drug combinations with 297,098 pairs across 59 cell lines. The task is: Regression. Given two drug SMILES strings and cell line genomic features, predict the synergy score measuring deviation from expected non-interaction effect. (1) Cell line: IGROV1. Drug 1: CN1CCC(CC1)COC2=C(C=C3C(=C2)N=CN=C3NC4=C(C=C(C=C4)Br)F)OC. Synergy scores: CSS=59.4, Synergy_ZIP=0.0293, Synergy_Bliss=2.15, Synergy_Loewe=-9.06, Synergy_HSA=2.06. Drug 2: CCN(CC)CCNC(=O)C1=C(NC(=C1C)C=C2C3=C(C=CC(=C3)F)NC2=O)C. (2) Cell line: COLO 205. Synergy scores: CSS=70.7, Synergy_ZIP=3.42, Synergy_Bliss=4.79, Synergy_Loewe=5.41, Synergy_HSA=5.79. Drug 1: CC12CCC3C(C1CCC2=O)CC(=C)C4=CC(=O)C=CC34C. Drug 2: C1=C(C(=O)NC(=O)N1)N(CCCl)CCCl. (3) Drug 1: CN(C)C(=N)N=C(N)N. Drug 2: CNC(=O)C1=NC=CC(=C1)OC2=CC=C(C=C2)NC(=O)NC3=CC(=C(C=C3)Cl)C(F)(F)F. Cell line: SW-620. Synergy scores: CSS=55.8, Synergy_ZIP=9.18, Synergy_Bliss=8.10, Synergy_Loewe=-51.4, Synergy_HSA=6.56. (4) Drug 1: CNC(=O)C1=CC=CC=C1SC2=CC3=C(C=C2)C(=NN3)C=CC4=CC=CC=N4. Drug 2: CC1=C(C=C(C=C1)NC(=O)C2=CC=C(C=C2)CN3CCN(CC3)C)NC4=NC=CC(=N4)C5=CN=CC=C5. Cell line: CAKI-1. Synergy scores: CSS=-1.06, Synergy_ZIP=0.946, Synergy_Bliss=0.136, Synergy_Loewe=-10.8, Synergy_HSA=-6.31. (5) Drug 2: CC1=C(N=C(N=C1N)C(CC(=O)N)NCC(C(=O)N)N)C(=O)NC(C(C2=CN=CN2)OC3C(C(C(C(O3)CO)O)O)OC4C(C(C(C(O4)CO)O)OC(=O)N)O)C(=O)NC(C)C(C(C)C(=O)NC(C(C)O)C(=O)NCCC5=NC(=CS5)C6=NC(=CS6)C(=O)NCCC[S+](C)C)O. Drug 1: CCCS(=O)(=O)NC1=C(C(=C(C=C1)F)C(=O)C2=CNC3=C2C=C(C=N3)C4=CC=C(C=C4)Cl)F. Cell line: HOP-92. Synergy scores: CSS=4.78, Synergy_ZIP=-4.05, Synergy_Bliss=-6.84, Synergy_Loewe=-63.1, Synergy_HSA=-7.86. (6) Drug 1: CC1=C(C=C(C=C1)NC(=O)C2=CC=C(C=C2)CN3CCN(CC3)C)NC4=NC=CC(=N4)C5=CN=CC=C5. Drug 2: CCC1(C2=C(COC1=O)C(=O)N3CC4=CC5=C(C=CC(=C5CN(C)C)O)N=C4C3=C2)O.Cl. Cell line: K-562. Synergy scores: CSS=76.2, Synergy_ZIP=5.54, Synergy_Bliss=5.84, Synergy_Loewe=6.55, Synergy_HSA=9.42.